This data is from Catalyst prediction with 721,799 reactions and 888 catalyst types from USPTO. The task is: Predict which catalyst facilitates the given reaction. (1) Reactant: Br[C:2]1[CH:3]=[N:4][C:5]([NH:8][CH:9]([CH2:16][CH:17]([CH3:19])[CH3:18])[C:10]([NH:12][CH2:13][C:14]#[N:15])=[O:11])=[N:6][CH:7]=1.[C:20]([O:24][C:25]([N:27]1[CH2:32][CH2:31][N:30]([C:33]2[CH:38]=[CH:37][C:36](B(O)O)=[CH:35][CH:34]=2)[CH2:29][CH2:28]1)=[O:26])([CH3:23])([CH3:22])[CH3:21].C(=O)([O-])[O-].[Na+].[Na+].O. Product: [C:14]([CH2:13][NH:12][C:10]([CH:9]([NH:8][C:5]1[N:4]=[CH:3][C:2]([C:36]2[CH:35]=[CH:34][C:33]([N:30]3[CH2:29][CH2:28][N:27]([C:25]([O:24][C:20]([CH3:23])([CH3:22])[CH3:21])=[O:26])[CH2:32][CH2:31]3)=[CH:38][CH:37]=2)=[CH:7][N:6]=1)[CH2:16][CH:17]([CH3:19])[CH3:18])=[O:11])#[N:15]. The catalyst class is: 151. (2) Reactant: [NH2:1][C@H:2]([C:4]1[N:5]([CH:16]2[CH2:18][CH2:17]2)[C:6](=[O:15])[C:7]2[C:12]([CH:13]=1)=[CH:11][CH:10]=[CH:9][C:8]=2[Cl:14])[CH3:3].Cl[C:20]1[N:25]=[CH:24][N:23]=[C:22]([NH2:26])[C:21]=1[C:27]1[O:28][C:29]([CH3:32])=[N:30][N:31]=1.CCN(C(C)C)C(C)C. Product: [NH2:26][C:22]1[N:23]=[CH:24][N:25]=[C:20]([NH:1][C@H:2]([C:4]2[N:5]([CH:16]3[CH2:18][CH2:17]3)[C:6](=[O:15])[C:7]3[C:12]([CH:13]=2)=[CH:11][CH:10]=[CH:9][C:8]=3[Cl:14])[CH3:3])[C:21]=1[C:27]1[O:28][C:29]([CH3:32])=[N:30][N:31]=1. The catalyst class is: 114. (3) Reactant: C[Si](Br)(C)C.C[O:7][P:8]([C:11]1[CH:16]=[CH:15][CH:14]=[C:13]([N+:17]([O-])=O)[CH:12]=1)(=[O:10])[O-:9]. Product: [NH2:17][C:13]1[CH:12]=[C:11]([P:8](=[O:7])([OH:10])[OH:9])[CH:16]=[CH:15][CH:14]=1. The catalyst class is: 3. (4) Reactant: C(=O)([O-])[O-].[K+].[K+].[N+:7]([C:10]1[CH:11]=[C:12]2[C:16](=[CH:17][CH:18]=1)[C:15](=[O:19])[NH:14][C:13]2=[O:20])([O-:9])=[O:8].[CH2:21]([O:23][C:24](=[O:27])[CH2:25]Br)[CH3:22]. Product: [CH2:21]([O:23][C:24](=[O:27])[CH2:25][N:14]1[C:13](=[O:20])[C:12]2[C:16](=[CH:17][CH:18]=[C:10]([N+:7]([O-:9])=[O:8])[CH:11]=2)[C:15]1=[O:19])[CH3:22]. The catalyst class is: 21.